Predict the reaction yield, written as a fraction of the theoretical maximum amount of product (1.0 means a 100% yield; for example, 0.34 means a 34% yield). From a dataset of Reaction yield outcomes from USPTO patents with 853,638 reactions. (1) The reactants are [Cl:1][C:2]1[C:10]2[C:9]3[CH2:11][N:12]([CH2:22][CH2:23][N:24]4[CH2:29][CH2:28][CH2:27][CH2:26][CH2:25]4)[C:13](=[O:21])[C@H:14]([CH2:16][C:17]([O:19]C)=[O:18])[CH2:15][C:8]=3[CH:7]=[C:6]([Cl:30])[C:5]=2[NH:4][N:3]=1.O1CCCC1.CO.O.O.[OH-].[Li+]. No catalyst specified. The product is [Cl:1][C:2]1[C:10]2[C:9]3[CH2:11][N:12]([CH2:22][CH2:23][N:24]4[CH2:25][CH2:26][CH2:27][CH2:28][CH2:29]4)[C:13](=[O:21])[C@H:14]([CH2:16][C:17]([OH:19])=[O:18])[CH2:15][C:8]=3[CH:7]=[C:6]([Cl:30])[C:5]=2[NH:4][N:3]=1. The yield is 0.500. (2) The product is [CH3:74][O:75][C:76]1[CH:82]=[CH:81][C:79]([NH:80][C:28]([C:25]2[CH:24]=[CH:23][C:22]([C:3]3[C:2]([CH3:1])=[CH:7][CH:6]=[C:5]([NH:8][C:9](=[O:21])[C:10]4[CH:15]=[CH:14][N:13]=[C:12]([N:16]5[CH2:20][CH2:19][CH2:18][CH2:17]5)[CH:11]=4)[CH:4]=3)=[CH:27][CH:26]=2)=[O:29])=[CH:78][CH:77]=1. The catalyst is CN(C=O)C. The yield is 0.300. The reactants are [CH3:1][C:2]1[CH:7]=[CH:6][C:5]([NH:8][C:9](=[O:21])[C:10]2[CH:15]=[CH:14][N:13]=[C:12]([N:16]3[CH2:20][CH2:19][CH2:18][CH2:17]3)[CH:11]=2)=[CH:4][C:3]=1[C:22]1[CH:27]=[CH:26][C:25]([C:28](O)=[O:29])=[CH:24][CH:23]=1.CN(C(ON1N=NC2C=CC=NC1=2)=[N+](C)C)C.F[P-](F)(F)(F)(F)F.C1C=CC2N(O)N=NC=2C=1.CCN(C(C)C)C(C)C.[CH3:74][O:75][C:76]1[CH:82]=[CH:81][C:79]([NH2:80])=[CH:78][CH:77]=1.